Dataset: Reaction yield outcomes from USPTO patents with 853,638 reactions. Task: Predict the reaction yield, written as a fraction of the theoretical maximum amount of product (1.0 means a 100% yield; for example, 0.34 means a 34% yield). The reactants are I[C:2]1[CH:3]=[C:4]([C:20]([NH:22][CH2:23][C:24]2[CH:29]=[CH:28][C:27]([S:30]([CH3:33])(=[O:32])=[O:31])=[CH:26][CH:25]=2)=[O:21])[C:5](=[O:19])[N:6]([C:9]2[CH:14]=[CH:13][CH:12]=[C:11]([C:15]([F:18])([F:17])[F:16])[CH:10]=2)[C:7]=1[CH3:8].[CH3:34][N:35]1[CH:39]=[CH:38][N:37]=[C:36]1[Sn](CCCC)(CCCC)CCCC. The catalyst is C1C=CC([P]([Pd]([P](C2C=CC=CC=2)(C2C=CC=CC=2)C2C=CC=CC=2)([P](C2C=CC=CC=2)(C2C=CC=CC=2)C2C=CC=CC=2)[P](C2C=CC=CC=2)(C2C=CC=CC=2)C2C=CC=CC=2)(C2C=CC=CC=2)C2C=CC=CC=2)=CC=1.COCCOC. The product is [CH3:33][S:30]([C:27]1[CH:28]=[CH:29][C:24]([CH2:23][NH:22][C:20]([C:4]2[C:5](=[O:19])[N:6]([C:9]3[CH:14]=[CH:13][CH:12]=[C:11]([C:15]([F:18])([F:17])[F:16])[CH:10]=3)[C:7]([CH3:8])=[C:2]([C:36]3[N:35]([CH3:34])[CH:39]=[CH:38][N:37]=3)[CH:3]=2)=[O:21])=[CH:25][CH:26]=1)(=[O:32])=[O:31]. The yield is 0.100.